Task: Predict the reaction yield, written as a fraction of the theoretical maximum amount of product (1.0 means a 100% yield; for example, 0.34 means a 34% yield).. Dataset: Reaction yield outcomes from USPTO patents with 853,638 reactions (1) The reactants are [F:1][C:2]1[CH:7]=[C:6]([CH3:8])[CH:5]=[CH:4][C:3]=1[NH:9][C:10]1[C:19]2[C:14](=[CH:15][C:16]([O:26][CH3:27])=[C:17]([N:20]3[CH2:25][CH2:24][NH:23][CH2:22][CH2:21]3)[CH:18]=2)[N:13]=[N:12][C:11]=1[C:28]([NH2:30])=[O:29].[CH2:34]1[O:33][C:35](O)([CH2:37][OH:38])[CH2:34][O:33][C:35]1(O)[CH2:37][OH:38].C(O)(=O)C.C([BH3-])#N.[Na+]. The catalyst is CO. The product is [F:1][C:2]1[CH:7]=[C:6]([CH3:8])[CH:5]=[CH:4][C:3]=1[NH:9][C:10]1[C:19]2[C:14](=[CH:15][C:16]([O:26][CH3:27])=[C:17]([N:20]3[CH2:21][CH2:22][N:23]([CH:35]([CH2:37][OH:38])[CH2:34][OH:33])[CH2:24][CH2:25]3)[CH:18]=2)[N:13]=[N:12][C:11]=1[C:28]([NH2:30])=[O:29]. The yield is 0.160. (2) The reactants are [CH3:1][O:2][C:3](=[O:19])[C:4]1[CH:9]=[CH:8][C:7]([CH2:10][C:11]2[CH:16]=[CH:15][C:14]([CH2:17]O)=[CH:13][CH:12]=2)=[CH:6][CH:5]=1.CCN(C(C)C)C(C)C.CS(Cl)(=O)=O.[NH:34]1[CH2:39][CH2:38][O:37][CH2:36][CH2:35]1. The catalyst is C(Cl)Cl.CCOC(C)=O. The product is [CH3:1][O:2][C:3](=[O:19])[C:4]1[CH:9]=[CH:8][C:7]([CH2:10][C:11]2[CH:16]=[CH:15][C:14]([CH2:17][N:34]3[CH2:39][CH2:38][O:37][CH2:36][CH2:35]3)=[CH:13][CH:12]=2)=[CH:6][CH:5]=1. The yield is 0.280. (3) The reactants are [H-].[Al+3].[Li+].[H-].[H-].[H-].[C:7]([C:11]1[CH:16]=[CH:15][C:14]([C:17]2[S:18][CH:19]=[C:20]([C:26](OCC)=[O:27])[C:21]=2[O:22][CH2:23][O:24][CH3:25])=[CH:13][CH:12]=1)([CH3:10])([CH3:9])[CH3:8].[Cl-].[NH4+]. The catalyst is C1COCC1. The product is [C:7]([C:11]1[CH:16]=[CH:15][C:14]([C:17]2[S:18][CH:19]=[C:20]([CH2:26][OH:27])[C:21]=2[O:22][CH2:23][O:24][CH3:25])=[CH:13][CH:12]=1)([CH3:10])([CH3:8])[CH3:9]. The yield is 0.470. (4) The reactants are [CH3:1][C:2](N(C)C)=[O:3].P(Cl)(Cl)(Cl)=O.[CH2:12]([C:19]1[NH:20][C:21]2[C:26]([CH:27]=1)=[CH:25][CH:24]=[CH:23][CH:22]=2)[C:13]1[CH:18]=[CH:17][CH:16]=[CH:15][CH:14]=1.[OH-].[Na+]. No catalyst specified. The product is [C:2]([C:27]1[C:26]2[C:21](=[CH:22][CH:23]=[CH:24][CH:25]=2)[NH:20][C:19]=1[CH2:12][C:13]1[CH:18]=[CH:17][CH:16]=[CH:15][CH:14]=1)(=[O:3])[CH3:1]. The yield is 0.520. (5) The reactants are [NH2:1][C:2]1[C:3](=[O:12])[N:4]([CH3:11])[C:5](=[O:10])[N:6]([CH3:9])[C:7]=1[NH2:8].[O:13]1[C:18](=[O:19])[CH2:17][CH2:16][CH2:15][C:14]1=[O:20].[OH-].[Na+].Cl. The catalyst is CN(C=O)C.C(O)C. The product is [NH2:8][C:7]1[N:6]([CH3:9])[C:5](=[O:10])[N:4]([CH3:11])[C:3](=[O:12])[C:2]=1[NH:1][C:18](=[O:19])[CH2:17][CH2:16][CH2:15][C:14]([OH:20])=[O:13]. The yield is 0.660. (6) The reactants are C([C@@H:4]1[CH2:9][CH2:8][CH2:7][C@H:6]([NH:10][C:11](=[O:20])[O:12][CH2:13][C:14]2[CH:19]=[CH:18][CH:17]=[CH:16][CH:15]=2)[CH2:5]1)(=O)N.FC(F)(F)C(OC1C(OC(=O)C(F)(F)F)=C(I)C=CC=1)=O.C(#[N:44])C. The catalyst is O. The product is [NH2:44][C@@H:4]1[CH2:9][CH2:8][CH2:7][C@H:6]([NH:10][C:11](=[O:20])[O:12][CH2:13][C:14]2[CH:19]=[CH:18][CH:17]=[CH:16][CH:15]=2)[CH2:5]1. The yield is 0.750.